From a dataset of Full USPTO retrosynthesis dataset with 1.9M reactions from patents (1976-2016). Predict the reactants needed to synthesize the given product. (1) Given the product [N:18]1([C:9]2[CH:10]=[C:11]([C:14]([F:15])([F:16])[F:17])[CH:12]=[CH:13][C:8]=2[CH2:7][N:1]2[CH2:2][CH2:3][N:4]([C:24]([O:25][N:26]3[C:30](=[O:31])[CH2:29][CH2:28][C:27]3=[O:32])=[O:33])[CH2:5][CH2:6]2)[CH2:19][CH2:20][O:21][CH2:22][CH2:23]1, predict the reactants needed to synthesize it. The reactants are: [N:1]1([CH2:7][C:8]2[CH:13]=[CH:12][C:11]([C:14]([F:17])([F:16])[F:15])=[CH:10][C:9]=2[N:18]2[CH2:23][CH2:22][O:21][CH2:20][CH2:19]2)[CH2:6][CH2:5][NH:4][CH2:3][CH2:2]1.[C:24](=O)([O:33]N1C(=O)CCC1=O)[O:25][N:26]1[C:30](=[O:31])[CH2:29][CH2:28][C:27]1=[O:32].ClCCl.C(N(CC)C(C)C)(C)C. (2) Given the product [N:1]1[CH:6]=[CH:5][C:4]([CH2:7][NH:8][C:9]([C:11]2[CH:15]=[C:14]([C:30]3[CH:29]=[C:28]4[C:33](=[CH:32][CH:31]=3)[NH:25][C:26]([C:43]3[O:47][N:46]=[C:45]([CH3:48])[N:44]=3)=[CH:27]4)[N:13]([CH3:17])[N:12]=2)=[O:10])=[CH:3][CH:2]=1, predict the reactants needed to synthesize it. The reactants are: [N:1]1[CH:6]=[CH:5][C:4]([CH2:7][NH:8][C:9]([C:11]2[CH:15]=[C:14](Br)[N:13]([CH3:17])[N:12]=2)=[O:10])=[CH:3][CH:2]=1.C(OC([N:25]1[C:33]2[C:28](=[CH:29][C:30](B3OC(C)(C)C(C)(C)O3)=[CH:31][CH:32]=2)[CH:27]=[C:26]1[C:43]1[O:47][N:46]=[C:45]([CH3:48])[N:44]=1)=O)(C)(C)C.C([O-])([O-])=O.[Na+].[Na+].